This data is from NCI-60 drug combinations with 297,098 pairs across 59 cell lines. The task is: Regression. Given two drug SMILES strings and cell line genomic features, predict the synergy score measuring deviation from expected non-interaction effect. (1) Drug 1: CCN(CC)CCCC(C)NC1=C2C=C(C=CC2=NC3=C1C=CC(=C3)Cl)OC. Cell line: SF-295. Synergy scores: CSS=20.9, Synergy_ZIP=-5.49, Synergy_Bliss=-3.87, Synergy_Loewe=-15.3, Synergy_HSA=-6.96. Drug 2: CC12CCC3C(C1CCC2OP(=O)(O)O)CCC4=C3C=CC(=C4)OC(=O)N(CCCl)CCCl.[Na+]. (2) Drug 1: C1CCC(CC1)NC(=O)N(CCCl)N=O. Drug 2: CCCCCOC(=O)NC1=NC(=O)N(C=C1F)C2C(C(C(O2)C)O)O. Cell line: NCI-H522. Synergy scores: CSS=16.8, Synergy_ZIP=-6.12, Synergy_Bliss=-1.37, Synergy_Loewe=-5.91, Synergy_HSA=-0.0494. (3) Drug 1: CC12CCC3C(C1CCC2=O)CC(=C)C4=CC(=O)C=CC34C. Drug 2: CC1=CC=C(C=C1)C2=CC(=NN2C3=CC=C(C=C3)S(=O)(=O)N)C(F)(F)F. Cell line: HCT116. Synergy scores: CSS=43.0, Synergy_ZIP=-2.52, Synergy_Bliss=-3.14, Synergy_Loewe=-7.80, Synergy_HSA=-2.38. (4) Drug 1: CN1CCC(CC1)COC2=C(C=C3C(=C2)N=CN=C3NC4=C(C=C(C=C4)Br)F)OC. Drug 2: C1CCN(CC1)CCOC2=CC=C(C=C2)C(=O)C3=C(SC4=C3C=CC(=C4)O)C5=CC=C(C=C5)O. Cell line: RPMI-8226. Synergy scores: CSS=3.30, Synergy_ZIP=7.58, Synergy_Bliss=18.5, Synergy_Loewe=6.02, Synergy_HSA=8.72. (5) Drug 1: C1=C(C(=O)NC(=O)N1)F. Drug 2: CC1CCC2CC(C(=CC=CC=CC(CC(C(=O)C(C(C(=CC(C(=O)CC(OC(=O)C3CCCCN3C(=O)C(=O)C1(O2)O)C(C)CC4CCC(C(C4)OC)OCCO)C)C)O)OC)C)C)C)OC. Cell line: UACC-257. Synergy scores: CSS=15.8, Synergy_ZIP=-2.68, Synergy_Bliss=0.560, Synergy_Loewe=-3.68, Synergy_HSA=-3.71. (6) Drug 1: C1CCC(C1)C(CC#N)N2C=C(C=N2)C3=C4C=CNC4=NC=N3. Drug 2: CC12CCC(CC1=CCC3C2CCC4(C3CC=C4C5=CN=CC=C5)C)O. Cell line: BT-549. Synergy scores: CSS=6.08, Synergy_ZIP=1.89, Synergy_Bliss=7.35, Synergy_Loewe=3.06, Synergy_HSA=4.20. (7) Drug 1: C1CCC(C1)C(CC#N)N2C=C(C=N2)C3=C4C=CNC4=NC=N3. Drug 2: CCN(CC)CCNC(=O)C1=C(NC(=C1C)C=C2C3=C(C=CC(=C3)F)NC2=O)C. Cell line: TK-10. Synergy scores: CSS=7.43, Synergy_ZIP=-0.793, Synergy_Bliss=2.27, Synergy_Loewe=-0.740, Synergy_HSA=-0.495.